This data is from Full USPTO retrosynthesis dataset with 1.9M reactions from patents (1976-2016). The task is: Predict the reactants needed to synthesize the given product. (1) Given the product [Cl:1][CH2:2][C:3]([NH:5][C:6]1[CH:11]=[C:10]([N:12]2[CH:16]=[CH:15][CH:14]=[N:13]2)[N:9]=[C:8]([C:17]2[O:18][CH:19]=[CH:20][N:24]=2)[N:7]=1)=[O:4], predict the reactants needed to synthesize it. The reactants are: [Cl:1][CH2:2][C:3]([NH:5][C:6]1[CH:11]=[C:10]([N:12]2[CH:16]=[CH:15][CH:14]=[N:13]2)[N:9]=[C:8]([C:17]2[O:18][CH:19]=[CH:20]C=2)[N:7]=1)=[O:4].O1C=C[N:24]=C1C1N=C(N)C=C(N2C=CC=N2)N=1. (2) The reactants are: [Br:1][C:2]1[S:6][C:5]([C:7]2[CH2:11][CH:10]([CH2:12][NH2:13])[O:9][N:8]=2)=[CH:4][CH:3]=1.C(N(C(C)C)CC)(C)C.CO.Cl[CH:26](Cl)[C:27](=[N:29][NH:30]S(C1C=CC(C)=CC=1)(=O)=O)[CH3:28]. Given the product [Br:1][C:2]1[S:6][C:5]([C:7]2[CH2:11][CH:10]([CH2:12][N:13]3[CH:26]=[C:27]([CH3:28])[N:29]=[N:30]3)[O:9][N:8]=2)=[CH:4][CH:3]=1, predict the reactants needed to synthesize it. (3) Given the product [CH3:1][C@H:2]1[N:3]([C:8]2[C:17]3[C:12](=[CH:13][CH:14]=[CH:15][CH:16]=3)[C:11]([C:18]3[CH:23]=[CH:22][CH:21]=[CH:20][CH:19]=3)=[N:10][N:9]=2)[CH2:4][CH2:5][N:6]([C:31]([C:32]2[CH:37]=[CH:36][CH:35]=[CH:34][CH:33]=2)=[O:38])[CH2:7]1, predict the reactants needed to synthesize it. The reactants are: [CH3:1][C@@H:2]1[CH2:7][NH:6][CH2:5][CH2:4][N:3]1[C:8]1[C:17]2[C:12](=[CH:13][CH:14]=[CH:15][CH:16]=2)[C:11]([C:18]2[CH:23]=[CH:22][CH:21]=[CH:20][CH:19]=2)=[N:10][N:9]=1.C(N(CC)CC)C.[C:31](Cl)(=[O:38])[C:32]1[CH:37]=[CH:36][CH:35]=[CH:34][CH:33]=1. (4) Given the product [CH3:1][C:2]1[C:6]([C:7]2[C:8]([O:24][CH3:25])=[CH:9][C:10]3[C:11]4[N:18]([CH:19]([CH3:23])[CH2:20][O:21][CH3:22])[C:28]([NH:27][CH2:30][CH2:31][O:32][CH3:33])=[N:17][C:12]=4[CH:13]=[N:14][C:15]=3[CH:16]=2)=[C:5]([CH3:26])[O:4][N:3]=1, predict the reactants needed to synthesize it. The reactants are: [CH3:1][C:2]1[C:6]([C:7]2[CH:16]=[C:15]3[C:10]([C:11]([NH:18][CH:19]([CH3:23])[CH2:20][O:21][CH3:22])=[C:12]([NH2:17])[CH:13]=[N:14]3)=[CH:9][C:8]=2[O:24][CH3:25])=[C:5]([CH3:26])[O:4][N:3]=1.[N:27]([CH2:30][CH2:31][O:32][CH3:33])=[C:28]=S. (5) Given the product [CH3:31][O:30][CH:25]([O:28][CH3:29])[C:6]1[CH:9]=[C:2]([Br:1])[C:3]([O:11][CH3:12])=[CH:4][C:5]=1[F:10], predict the reactants needed to synthesize it. The reactants are: [Br:1][C:2]1[C:3]([O:11][CH3:12])=[CH:4][C:5]([F:10])=[C:6]([CH:9]=1)C=O.O.C1(C)C=CC(S(O)(=O)=O)=CC=1.[CH:25]([O:30][CH3:31])([O:28][CH3:29])OC.C(N(CC)CC)C. (6) Given the product [CH3:40][O:39][C:24]1[CH:25]=[C:26]([CH:37]=[CH:38][C:23]=1[NH:22][C:2]1[N:12]=[C:11]2[C:5](=[CH:4][N:3]=1)[N:6]([CH3:21])[C:7](=[O:20])[CH2:8][CH2:9][N:10]2[CH2:13][C:14]1[N:15]=[C:16]([CH3:19])[S:17][CH:18]=1)[C:27]([NH:29][CH:30]1[CH2:35][CH2:34][N:33]([CH3:36])[CH2:32][CH2:31]1)=[O:28], predict the reactants needed to synthesize it. The reactants are: Cl[C:2]1[N:12]=[C:11]2[C:5]([N:6]([CH3:21])[C:7](=[O:20])[CH2:8][CH2:9][N:10]2[CH2:13][C:14]2[N:15]=[C:16]([CH3:19])[S:17][CH:18]=2)=[CH:4][N:3]=1.[NH2:22][C:23]1[CH:38]=[CH:37][C:26]([C:27]([NH:29][CH:30]2[CH2:35][CH2:34][N:33]([CH3:36])[CH2:32][CH2:31]2)=[O:28])=[CH:25][C:24]=1[O:39][CH3:40].C1(C)C=CC(S(O)(=O)=O)=CC=1.O. (7) Given the product [Cl:1][C:2]1[N:3]=[C:4]([N:15]2[CH2:20][CH2:19][O:18][CH2:17][CH2:16]2)[C:5]2[S:10][C:9]([N:24]3[CH2:25][CH2:26][N:21]([CH2:27][CH2:28][OH:29])[CH2:22][CH2:23]3)=[N:8][C:6]=2[N:7]=1, predict the reactants needed to synthesize it. The reactants are: [Cl:1][C:2]1[N:3]=[C:4]([N:15]2[CH2:20][CH2:19][O:18][CH2:17][CH2:16]2)[C:5]2[S:10][C:9](S(C)(=O)=O)=[N:8][C:6]=2[N:7]=1.[N:21]1([CH2:27][CH2:28][OH:29])[CH2:26][CH2:25][NH:24][CH2:23][CH2:22]1. (8) Given the product [CH2:1]([O:8][CH2:9][CH2:10][CH2:11][C@H:12]([C:21]1[C:25]([CH:26]2[CH2:28][CH2:27]2)=[C:24]([C:29]([Cl:37])=[N:30][OH:31])[O:23][N:22]=1)[CH2:13][C:14]([O:16][C:17]([CH3:20])([CH3:19])[CH3:18])=[O:15])[C:2]1[CH:7]=[CH:6][CH:5]=[CH:4][CH:3]=1, predict the reactants needed to synthesize it. The reactants are: [CH2:1]([O:8][CH2:9][CH2:10][CH2:11][C@H:12]([C:21]1[C:25]([CH:26]2[CH2:28][CH2:27]2)=[C:24]([CH:29]=[N:30][OH:31])[O:23][N:22]=1)[CH2:13][C:14]([O:16][C:17]([CH3:20])([CH3:19])[CH3:18])=[O:15])[C:2]1[CH:7]=[CH:6][CH:5]=[CH:4][CH:3]=1.CN(C=O)C.[Cl:37]N1C(=O)CCC1=O.C1(C)C=CC=CC=1. (9) Given the product [Cl:1][C:2]1[S:6][C:5]([C:7]([NH:9][CH2:10][C:11]2[N:12]=[CH:13][N:14]([C:16]3[CH:21]=[CH:20][C:19]([N:40]4[CH2:24][CH2:25][S:26](=[O:27])(=[O:28])[CH2:38][CH2:39]4)=[CH:18][CH:17]=3)[CH:15]=2)=[O:8])=[CH:4][CH:3]=1, predict the reactants needed to synthesize it. The reactants are: [Cl:1][C:2]1[S:6][C:5]([C:7]([NH:9][CH2:10][C:11]2[N:12]=[CH:13][N:14]([C:16]3[CH:21]=[CH:20][C:19](I)=[CH:18][CH:17]=3)[CH:15]=2)=[O:8])=[CH:4][CH:3]=1.C1CN[S:26](=[O:28])(=[O:27])[CH2:25][CH2:24]1.OC1C=CC=C2C=1[N:40]=[CH:39][CH:38]=C2.C([O-])([O-])=O.[K+].[K+].